Task: Predict the product of the given reaction.. Dataset: Forward reaction prediction with 1.9M reactions from USPTO patents (1976-2016) (1) Given the reactants [Cl:1][C:2]1[C:7]2[N:8]=[C:9]([NH2:11])[S:10][C:6]=2[CH:5]=[CH:4][CH:3]=1.[C:12](N1C=CN=C1)([N:14]1[CH:18]=[CH:17][N:16]=[CH:15]1)=[S:13], predict the reaction product. The product is: [Cl:1][C:2]1[C:7]2[N:8]=[C:9]([NH:11][C:12]([N:14]3[CH:18]=[CH:17][N:16]=[CH:15]3)=[S:13])[S:10][C:6]=2[CH:5]=[CH:4][CH:3]=1. (2) Given the reactants [CH3:1][O:2][C:3](=[O:40])[CH2:4][CH2:5][CH2:6]/[CH:7]=[CH:8]\[CH2:9][C@@H:10]1[C@@H:14](/[CH:15]=[CH:16]/[CH:17]([O:30][Si](C(C)(C)C)(C)C)[CH2:18][CH2:19][C:20]2[S:24][C:23]3[CH:25]=[CH:26][CH:27]=[CH:28][C:22]=3[C:21]=2[Cl:29])[CH2:13][CH:12]([OH:38])[C:11]1=[O:39].C1C=CN=CC=1.F.C([O-])(O)=O.[Na+], predict the reaction product. The product is: [CH3:1][O:2][C:3](=[O:40])[CH2:4][CH2:5][CH2:6]/[CH:7]=[CH:8]\[CH2:9][C@@H:10]1[C@@H:14](/[CH:15]=[CH:16]/[CH:17]([OH:30])[CH2:18][CH2:19][C:20]2[S:24][C:23]3[CH:25]=[CH:26][CH:27]=[CH:28][C:22]=3[C:21]=2[Cl:29])[CH2:13][CH:12]([OH:38])[C:11]1=[O:39]. (3) Given the reactants [CH2:1]([O:3][C:4]([C:6]1[N:7]([CH3:13])[C:8](Br)=[C:9]([CH3:11])[N:10]=1)=[O:5])[CH3:2].[O:14]([C:21]1[CH:26]=[CH:25][C:24](B(O)O)=[CH:23][CH:22]=1)[C:15]1[CH:20]=[CH:19][CH:18]=[CH:17][CH:16]=1.C([O-])([O-])=O.[Na+].[Na+].CN(C=O)C.O, predict the reaction product. The product is: [CH2:1]([O:3][C:4]([C:6]1[N:7]([CH3:13])[C:8]([C:16]2[CH:17]=[CH:18][CH:19]=[CH:20][C:15]=2[O:14][C:21]2[CH:22]=[CH:23][CH:24]=[CH:25][CH:26]=2)=[C:9]([CH3:11])[N:10]=1)=[O:5])[CH3:2].